From a dataset of Catalyst prediction with 721,799 reactions and 888 catalyst types from USPTO. Predict which catalyst facilitates the given reaction. (1) Reactant: [CH:1]1([CH2:4][NH:5][C:6]([C:8]2[CH:13]=[CH:12][CH:11]=[C:10]([C:14]3[C:22]4[C:17](=[CH:18][CH:19]=[C:20]([C:23]5[N:27]=[CH:26][N:25](C(C6C=CC=CC=6)(C6C=CC=CC=6)C6C=CC=CC=6)[N:24]=5)[CH:21]=4)[N:16](C4CCCCO4)[N:15]=3)[CH:9]=2)=[O:7])[CH2:3][CH2:2]1.Cl.C(=O)(O)[O-].[Na+]. Product: [NH:24]1[C:23]([C:20]2[CH:21]=[C:22]3[C:17](=[CH:18][CH:19]=2)[NH:16][N:15]=[C:14]3[C:10]2[CH:9]=[C:8]([C:6]([NH:5][CH2:4][CH:1]3[CH2:3][CH2:2]3)=[O:7])[CH:13]=[CH:12][CH:11]=2)=[N:27][CH:26]=[N:25]1. The catalyst class is: 12. (2) Reactant: [O:1]([C:8]1[C:9]([NH2:14])=[N:10][CH:11]=[CH:12][CH:13]=1)[C:2]1[CH:7]=[CH:6][CH:5]=[CH:4][CH:3]=1.[Br:15]Br.C([O-])(O)=O.[Na+]. Product: [Br:15][C:12]1[CH:13]=[C:8]([O:1][C:2]2[CH:3]=[CH:4][CH:5]=[CH:6][CH:7]=2)[C:9]([NH2:14])=[N:10][CH:11]=1. The catalyst class is: 22. (3) Reactant: [N+:1]([C:4]1[CH:5]=[CH:6][C:7]([CH2:10][C:11]([O:13][CH2:14][CH3:15])=[O:12])=[N:8][CH:9]=1)([O-])=O. Product: [NH2:1][C:4]1[CH:5]=[CH:6][C:7]([CH2:10][C:11]([O:13][CH2:14][CH3:15])=[O:12])=[N:8][CH:9]=1. The catalyst class is: 43. (4) Reactant: Cl[C:2]1[CH:7]=[CH:6][C:5]([OH:8])=[CH:4][C:3]=1[N+:9]([O-:11])=[O:10].[OH:12][C:13]1[CH:18]=[CH:17][C:16]([SH:19])=[CH:15][CH:14]=1.C(=O)([O-])[O-].[Cs+].[Cs+].Cl. Product: [OH:12][C:13]1[CH:18]=[CH:17][C:16]([S:19][C:2]2[CH:7]=[CH:6][C:5]([OH:8])=[CH:4][C:3]=2[N+:9]([O-:11])=[O:10])=[CH:15][CH:14]=1. The catalyst class is: 9. (5) Reactant: [F:1][C:2]1[C:7]([CH2:8][OH:9])=[CH:6][CH:5]=[CH:4][C:3]=1[N:10]1[CH2:13][CH:12]([O:14][C:15]2[CH:16]=[CH:17][C:18](=[O:21])[NH:19][CH:20]=2)[CH2:11]1.CI.[C:24](=O)([O-])[O-].[K+].[K+]. Product: [F:1][C:2]1[C:7]([CH2:8][OH:9])=[CH:6][CH:5]=[CH:4][C:3]=1[N:10]1[CH2:11][CH:12]([O:14][C:15]2[CH:16]=[CH:17][C:18](=[O:21])[N:19]([CH3:24])[CH:20]=2)[CH2:13]1. The catalyst class is: 3. (6) Reactant: ClCCl.[F:4][C:5]1[CH:10]=[CH:9][C:8]([C:11]2[C@@H:16]([O:17][C:18](=[O:23])[C:19]([CH3:22])([CH3:21])[CH3:20])[CH2:15][N:14](C(OC(C)(C)C)=O)[CH2:13][CH:12]=2)=[CH:7][CH:6]=1.FC(F)(F)C(O)=O.C(=O)(O)[O-].[Na+]. Product: [C:18]([O:17][C@@H:16]1[C:11]([C:8]2[CH:9]=[CH:10][C:5]([F:4])=[CH:6][CH:7]=2)=[CH:12][CH2:13][NH:14][CH2:15]1)(=[O:23])[C:19]([CH3:22])([CH3:21])[CH3:20]. The catalyst class is: 13.